From a dataset of Reaction yield outcomes from USPTO patents with 853,638 reactions. Predict the reaction yield, written as a fraction of the theoretical maximum amount of product (1.0 means a 100% yield; for example, 0.34 means a 34% yield). (1) The reactants are [NH2:1][C:2]1[N:3]=[CH:4][C:5]2[CH2:11][N:10]([C:12]3[C:13](=[O:19])[NH:14][CH:15]=[CH:16][C:17]=3[CH3:18])[CH2:9][CH2:8][C:6]=2[N:7]=1.I[C:21]1[CH:25]=[CH:24][S:23][CH:22]=1.CNCCNC.P([O-])([O-])([O-])=O.[K+].[K+].[K+]. The catalyst is CN1CCCC1=O.[Cu](I)I. The product is [NH2:1][C:2]1[N:3]=[CH:4][C:5]2[CH2:11][N:10]([C:12]3[C:13](=[O:19])[N:14]([C:21]4[CH:25]=[CH:24][S:23][CH:22]=4)[CH:15]=[CH:16][C:17]=3[CH3:18])[CH2:9][CH2:8][C:6]=2[N:7]=1. The yield is 0.350. (2) The reactants are [CH:1]1([CH2:4][O:5][C:6]2[CH:7]=[CH:8][C:9]3[O:13][C:12]([CH:14]([NH:18][C:19]4[CH:24]=[CH:23][C:22]([C:25]([N:27]([CH3:35])[CH2:28][CH2:29][C:30]([O:32]CC)=[O:31])=[O:26])=[CH:21][CH:20]=4)[CH:15]([CH3:17])[CH3:16])=[C:11]([CH3:36])[C:10]=3[CH:37]=2)[CH2:3][CH2:2]1.[OH-].[Na+]. The catalyst is CCCCCC.C(O)C.C(O)C.O1CCCC1. The product is [CH:1]1([CH2:4][O:5][C:6]2[CH:7]=[CH:8][C:9]3[O:13][C:12]([CH:14]([NH:18][C:19]4[CH:20]=[CH:21][C:22]([C:25]([N:27]([CH3:35])[CH2:28][CH2:29][C:30]([OH:32])=[O:31])=[O:26])=[CH:23][CH:24]=4)[CH:15]([CH3:17])[CH3:16])=[C:11]([CH3:36])[C:10]=3[CH:37]=2)[CH2:2][CH2:3]1. The yield is 0.960. (3) The yield is 0.930. The product is [CH3:14][C:2]1([CH3:1])[C@@H:4]([C:5]2[CH:6]=[CH:7][CH:8]=[CH:9][CH:10]=2)[C@@H:3]1[C:11]([NH:22][C:20]1[NH:19][N:18]=[C:17]([C:16]([F:24])([F:23])[F:15])[CH:21]=1)=[O:13]. No catalyst specified. The reactants are [CH3:1][C:2]1([CH3:14])[C@@H:4]([C:5]2[CH:10]=[CH:9][CH:8]=[CH:7][CH:6]=2)[C@@H:3]1[C:11]([OH:13])=O.[F:15][C:16]([F:24])([F:23])[C:17]1[CH:21]=[C:20]([NH2:22])[NH:19][N:18]=1. (4) The yield is 0.850. The product is [CH3:1][O:2][C:3]1[CH:4]=[C:5]([CH:9]([C:21](=[O:22])[CH2:20][C:14]2[CH:19]=[CH:18][CH:17]=[CH:16][CH:15]=2)[C:10]#[N:11])[CH:6]=[CH:7][CH:8]=1. The catalyst is C1COCC1.C1(CC(OC)=O)C=CC=CC=1. The reactants are [CH3:1][O:2][C:3]1[CH:4]=[C:5]([CH2:9][C:10]#[N:11])[CH:6]=[CH:7][CH:8]=1.[H-].[Na+].[C:14]1([CH2:20][C:21](OC)=[O:22])[CH:19]=[CH:18][CH:17]=[CH:16][CH:15]=1. (5) The reactants are Br[C:2]1[N:3]=[C:4]([C:23]#[CH:24])[C:5]([N:8]([C:16]([O:18][C:19]([CH3:22])([CH3:21])[CH3:20])=[O:17])[C:9](=[O:15])[O:10][C:11]([CH3:14])([CH3:13])[CH3:12])=[N:6][CH:7]=1.CC1(C)C(C)(C)OB([C:33]2[CH:38]=[CH:37][C:36]([S:39]([CH:42]3[CH2:47][CH2:46][CH2:45][N:44]([C:48]([O:50][C:51]([CH3:54])([CH3:53])[CH3:52])=[O:49])[CH2:43]3)(=[O:41])=[O:40])=[CH:35][CH:34]=2)O1.[O-]P([O-])([O-])=O.[K+].[K+].[K+]. The catalyst is CC#N.O. The product is [C:11]([O:10][C:9]([N:8]([C:16]([O:18][C:19]([CH3:22])([CH3:21])[CH3:20])=[O:17])[C:5]1[N:6]=[CH:7][C:2]([C:33]2[CH:38]=[CH:37][C:36]([S:39]([CH:42]3[CH2:47][CH2:46][CH2:45][N:44]([C:48]([O:50][C:51]([CH3:54])([CH3:53])[CH3:52])=[O:49])[CH2:43]3)(=[O:41])=[O:40])=[CH:35][CH:34]=2)=[N:3][C:4]=1[C:23]#[CH:24])=[O:15])([CH3:14])([CH3:13])[CH3:12]. The yield is 0.760. (6) The reactants are [CH3:1][O:2][C:3](=[O:33])[C:4]1[CH:9]=[CH:8][C:7]([CH2:10][N:11]2[CH:15]=[C:14]([C:16]3[CH:21]=[CH:20][C:19]([Cl:22])=[CH:18][C:17]=3[Cl:23])[N:13]=[C:12]2/[CH:24]=[CH:25]/[C:26]2[CH:31]=[CH:30][C:29](Br)=[CH:28][CH:27]=2)=[CH:6][CH:5]=1.Cl.[O:35]1[CH2:40][CH2:39][N:38]([C:41]2[CH:42]=[C:43](B(O)O)[CH:44]=[CH:45][CH:46]=2)[CH2:37][CH2:36]1. No catalyst specified. The product is [CH3:1][O:2][C:3](=[O:33])[C:4]1[CH:9]=[CH:8][C:7]([CH2:10][N:11]2[CH:15]=[C:14]([C:16]3[CH:21]=[CH:20][C:19]([Cl:22])=[CH:18][C:17]=3[Cl:23])[N:13]=[C:12]2/[CH:24]=[CH:25]/[C:26]2[CH:31]=[CH:30][C:29]([C:45]3[CH:44]=[CH:43][CH:42]=[C:41]([N:38]4[CH2:37][CH2:36][O:35][CH2:40][CH2:39]4)[CH:46]=3)=[CH:28][CH:27]=2)=[CH:6][CH:5]=1. The yield is 0.660. (7) The reactants are Cl.[NH2:2][CH:3]([CH2:9][C:10]1[CH:15]=[CH:14][CH:13]=[CH:12][CH:11]=1)[C@H:4]([OH:8])[C:5]([OH:7])=[O:6].C(=O)(O)[O-].[Na+].[C:21](O[C:21]([O:23][C:24]([CH3:27])([CH3:26])[CH3:25])=[O:22])([O:23][C:24]([CH3:27])([CH3:26])[CH3:25])=[O:22]. The catalyst is O1CCOCC1.O. The product is [C:24]([O:23][C:21]([NH:2][CH:3]([CH2:9][C:10]1[CH:15]=[CH:14][CH:13]=[CH:12][CH:11]=1)[C@H:4]([OH:8])[C:5]([OH:7])=[O:6])=[O:22])([CH3:27])([CH3:26])[CH3:25]. The yield is 0.780. (8) The reactants are Cl[C:2]1[CH:7]=[CH:6][N:5]=[C:4]([C:8]2[C:12]3[C:13]([NH:17][CH:18]([CH3:20])[CH3:19])=[N:14][CH:15]=[CH:16][C:11]=3[N:10](C(C3C=CC=CC=3)(C3C=CC=CC=3)C3C=CC=CC=3)[N:9]=2)[CH:3]=1.[CH:40]([NH:43][C:44]1[C:49]2C([Sn](C)(C)C)=NN(C(C3C=CC=CC=3)(C3C=CC=CC=3)C3C=CC=CC=3)C=2C=CN=1)(C)[CH3:41].BrC1C=C(Cl)C=CN=1.[Li+].[Cl-].C1C[O:89]CC1. The catalyst is [Cu]I.C1C=CC([P]([Pd]([P](C2C=CC=CC=2)(C2C=CC=CC=2)C2C=CC=CC=2)([P](C2C=CC=CC=2)(C2C=CC=CC=2)C2C=CC=CC=2)[P](C2C=CC=CC=2)(C2C=CC=CC=2)C2C=CC=CC=2)(C2C=CC=CC=2)C2C=CC=CC=2)=CC=1. The product is [CH:18]([NH:17][C:13]1[C:12]2[C:8]([C:4]3[CH:3]=[C:2]([N:43]4[CH2:44][CH2:49][O:89][CH2:41][CH2:40]4)[CH:7]=[CH:6][N:5]=3)=[N:9][NH:10][C:11]=2[CH:16]=[CH:15][N:14]=1)([CH3:19])[CH3:20]. The yield is 0.730. (9) The reactants are [PH:1](=[O:4])([OH:3])[OH:2].[C:5]1(O)[CH:10]=[CH:9][CH:8]=[CH:7][CH:6]=1.[CH:12]1(N=C=N[CH:12]2[CH2:17][CH2:16][CH2:15][CH2:14][CH2:13]2)[CH2:17][CH2:16][CH2:15][CH2:14][CH2:13]1.CCOC(C)=O. The catalyst is N1C=CC=CC=1. The product is [C:5]1([O:4][PH:1](=[O:3])[O:2][C:12]2[CH:17]=[CH:16][CH:15]=[CH:14][CH:13]=2)[CH:10]=[CH:9][CH:8]=[CH:7][CH:6]=1. The yield is 0.600. (10) The reactants are [CH2:1]([O:3][C:4]1[CH:12]=[C:11]([F:13])[C:7]([C:8]([NH2:10])=O)=[C:6]([F:14])[CH:5]=1)[CH3:2].C(N(CC)CC)C.ClC(Cl)(Cl)C(Cl)=O. The catalyst is ClCCl. The product is [CH2:1]([O:3][C:4]1[CH:5]=[C:6]([F:14])[C:7]([C:8]#[N:10])=[C:11]([F:13])[CH:12]=1)[CH3:2]. The yield is 0.890.